From a dataset of Catalyst prediction with 721,799 reactions and 888 catalyst types from USPTO. Predict which catalyst facilitates the given reaction. Reactant: [NH2:1][C:2]1[CH:6]=[CH:5][NH:4][C:3]=1[C:7]([O:9][CH2:10][CH3:11])=[O:8].[Cl:12][C:13]1[CH:14]=[CH:15][C:16]2[N:20]=[C:19]([S:21][C:22]3[O:26][C:25]([CH:27]=O)=[CH:24][CH:23]=3)[NH:18][C:17]=2[CH:29]=1.[C:30]1(=O)[CH2:35][CH2:34][CH2:33][C:32](=[O:36])[CH2:31]1. Product: [CH2:10]([O:9][C:7]([C:3]1[NH:4][CH:5]=[C:6]2[CH:27]([C:25]3[O:26][C:22]([S:21][C:19]4[NH:20][C:16]5[CH:15]=[CH:14][C:13]([Cl:12])=[CH:29][C:17]=5[N:18]=4)=[CH:23][CH:24]=3)[C:31]3[C:32](=[O:36])[CH2:33][CH2:34][CH2:35][C:30]=3[NH:1][C:2]=12)=[O:8])[CH3:11]. The catalyst class is: 8.